Task: Predict the product of the given reaction.. Dataset: Forward reaction prediction with 1.9M reactions from USPTO patents (1976-2016) (1) Given the reactants [CH2:1]([O:3][C:4]([C:6]1[N:10]=[C:9]([I:11])[NH:8][N:7]=1)=[O:5])[CH3:2].CN(C=O)C.C(N(CC)CC)C.[C:24](Cl)([C:37]1[CH:42]=[CH:41][CH:40]=[CH:39][CH:38]=1)([C:31]1[CH:36]=[CH:35][CH:34]=[CH:33][CH:32]=1)[C:25]1[CH:30]=[CH:29][CH:28]=[CH:27][CH:26]=1, predict the reaction product. The product is: [CH2:1]([O:3][C:4]([C:6]1[N:7]([C:24]([C:25]2[CH:30]=[CH:29][CH:28]=[CH:27][CH:26]=2)([C:37]2[CH:38]=[CH:39][CH:40]=[CH:41][CH:42]=2)[C:31]2[CH:32]=[CH:33][CH:34]=[CH:35][CH:36]=2)[N:8]=[C:9]([I:11])[N:10]=1)=[O:5])[CH3:2]. (2) Given the reactants [CH3:1][O:2][C:3](=[O:17])[C:4]1[CH:12]=[C:11]([O:13][CH:14]([CH3:16])[CH3:15])[CH:10]=[C:6]([C:7]([OH:9])=O)[CH:5]=1.C(Cl)(C(Cl)=O)=O.[Br:24][C:25]1[CH:30]=[CH:29][C:28](B(O)O)=[CH:27][CH:26]=1, predict the reaction product. The product is: [CH3:1][O:2][C:3](=[O:17])[C:4]1[CH:12]=[C:11]([O:13][CH:14]([CH3:16])[CH3:15])[CH:10]=[C:6]([C:7](=[O:9])[C:28]2[CH:29]=[CH:30][C:25]([Br:24])=[CH:26][CH:27]=2)[CH:5]=1. (3) Given the reactants [F:1][C:2]([F:36])([F:35])[C:3]1[CH:8]=[CH:7][C:6]([C:9]2[CH:10]=[C:11]([C:25]([CH2:32][CH:33]=[CH2:34])([CH2:29][CH:30]=[CH2:31])[C:26]([OH:28])=[O:27])[CH:12]=[CH:13][C:14]=2[C:15]2[CH:20]=[CH:19][C:18]([C:21]([F:24])([F:23])[F:22])=[CH:17][CH:16]=2)=[CH:5][CH:4]=1, predict the reaction product. The product is: [F:1][C:2]([F:35])([F:36])[C:3]1[CH:4]=[CH:5][C:6]([C:9]2[CH:10]=[C:11]([C:25]([CH2:32][CH2:33][CH3:34])([CH2:29][CH2:30][CH3:31])[C:26]([OH:28])=[O:27])[CH:12]=[CH:13][C:14]=2[C:15]2[CH:20]=[CH:19][C:18]([C:21]([F:23])([F:24])[F:22])=[CH:17][CH:16]=2)=[CH:7][CH:8]=1. (4) Given the reactants [CH3:1][S:2]([C:5]1[N:10]=[CH:9][C:8]([O:11][C:12]2[CH:13]=[C:14]3[C:18](=[C:19]([O:21][CH:22]4[CH2:27][CH2:26][O:25][CH2:24][CH2:23]4)[CH:20]=2)[NH:17][C:16]([C:28]([NH2:30])=O)=[CH:15]3)=[CH:7][CH:6]=1)(=[O:4])=[O:3].COC1C=CC(P2(SP(C3C=CC(OC)=CC=3)(=S)S2)=[S:40])=CC=1.C(OCC)(=O)C.CCCCCC, predict the reaction product. The product is: [CH3:1][S:2]([C:5]1[N:10]=[CH:9][C:8]([O:11][C:12]2[CH:13]=[C:14]3[C:18](=[C:19]([O:21][CH:22]4[CH2:27][CH2:26][O:25][CH2:24][CH2:23]4)[CH:20]=2)[NH:17][C:16]([C:28](=[S:40])[NH2:30])=[CH:15]3)=[CH:7][CH:6]=1)(=[O:4])=[O:3]. (5) Given the reactants [Cl:1][C:2]1[CH:10]=[C:9]2[C:5]([C@@:6]3([C:19]4([CH2:24][CH2:23][C:22]([CH3:26])([CH3:25])[CH2:21][CH2:20]4)[N:18]4[C@@H:13]([C:14](=[O:39])[O:15][C@@H:16]([C:33]5[CH:38]=[CH:37][CH:36]=[CH:35][CH:34]=5)[C@H:17]4[C:27]4[CH:32]=[CH:31][CH:30]=[CH:29][CH:28]=4)[C@@H:12]3[C:40]3[CH:45]=[CH:44][N:43]=[C:42]([Cl:46])[C:41]=3[F:47])[C:7](=[O:11])[NH:8]2)=[CH:4][CH:3]=1.C(=O)([O-])[O-:49].[K+].[K+].S([O-])([O-])(=O)=O.[Mg+2], predict the reaction product. The product is: [Cl:1][C:2]1[CH:10]=[C:9]2[C:5]([C:6]3([C@@H:12]([C:40]4[CH:45]=[CH:44][N:43]=[C:42]([Cl:46])[C:41]=4[F:47])[C@H:13]([C:14]([OH:49])=[O:39])[N:18]([C@H:17]([C:27]4[CH:32]=[CH:31][CH:30]=[CH:29][CH:28]=4)[C@@H:16]([OH:15])[C:33]4[CH:38]=[CH:37][CH:36]=[CH:35][CH:34]=4)[C:19]43[CH2:24][CH2:23][C:22]([CH3:26])([CH3:25])[CH2:21][CH2:20]4)[C:7](=[O:11])[NH:8]2)=[CH:4][CH:3]=1.